Task: Predict the product of the given reaction.. Dataset: Forward reaction prediction with 1.9M reactions from USPTO patents (1976-2016) (1) Given the reactants [CH:1]1[C:10]2[CH:9]=[CH:8][CH:7]=[C:6]([C:11]([O:13][CH3:14])=[O:12])[C:5]=2[CH:4]=[CH:3][N:2]=1.C1C=C(Cl)C=C(C(OO)=[O:23])C=1.C(=O)(O)[O-].[Na+], predict the reaction product. The product is: [CH3:14][O:13][C:11]([C:6]1[CH:7]=[CH:8][CH:9]=[C:10]2[C:5]=1[CH:4]=[CH:3][N+:2]([O-:23])=[CH:1]2)=[O:12]. (2) Given the reactants [CH3:1][C:2]1[N:7]2N=N[N:10]=[C:6]2[C:5]2[N:11]=[C:12]([CH2:29][CH2:30][CH3:31])[N:13]([CH2:14][CH2:15][CH2:16][S:17]([C:20]3[CH:28]=[CH:27][C:23]([C:24](Cl)=[O:25])=[CH:22][CH:21]=3)(=[O:19])=[O:18])[C:4]=2[C:3]=1[CH3:32].[CH3:33][NH:34][CH2:35][CH2:36][CH2:37][CH3:38].N1CCOCC1, predict the reaction product. The product is: [NH2:10][C:6]1[C:5]2[N:11]=[C:12]([CH2:29][CH2:30][CH3:31])[N:13]([CH2:14][CH2:15][CH2:16][S:17]([C:20]3[CH:28]=[CH:27][C:23]([C:24]([N:34]([CH2:35][CH2:36][CH2:37][CH3:38])[CH3:33])=[O:25])=[CH:22][CH:21]=3)(=[O:19])=[O:18])[C:4]=2[C:3]([CH3:32])=[C:2]([CH3:1])[N:7]=1. (3) Given the reactants [CH2:1]([O:4][C:5]([N:7]1[CH2:12][CH:11]=[C:10]([C:13]2[C:14]([C:25]3[CH:30]=[CH:29][N:28]=[C:27](F)[CH:26]=3)=[C:15]([C:18]3[CH:23]=[CH:22][C:21]([F:24])=[CH:20][CH:19]=3)[NH:16][CH:17]=2)[CH2:9][CH2:8]1)=[O:6])[CH:2]=[CH2:3].[C:32]1([C@@H:38]([NH2:40])[CH3:39])[CH:37]=[CH:36][CH:35]=[CH:34][CH:33]=1.Cl.C(=O)([O-])O.[Na+], predict the reaction product. The product is: [CH2:1]([O:4][C:5]([N:7]1[CH2:12][CH:11]=[C:10]([C:13]2[C:14]([C:25]3[CH:30]=[CH:29][N:28]=[C:27]([NH:40][C@H:38]([C:32]4[CH:37]=[CH:36][CH:35]=[CH:34][CH:33]=4)[CH3:39])[CH:26]=3)=[C:15]([C:18]3[CH:23]=[CH:22][C:21]([F:24])=[CH:20][CH:19]=3)[NH:16][CH:17]=2)[CH2:9][CH2:8]1)=[O:6])[CH:2]=[CH2:3]. (4) Given the reactants [Br:1][C:2]1[C:20]([OH:21])=[CH:19][C:5]2[C:6]([C:9]([C:11]3[CH:16]=[CH:15][C:14]([O:17][CH3:18])=[CH:13][CH:12]=3)=[O:10])=[CH:7][O:8][C:4]=2[CH:3]=1.CC(OI1(OC(C)=O)(OC(C)=O)OC(=O)C2C=CC=CC1=2)=[O:24], predict the reaction product. The product is: [Br:1][C:2]1[C:20](=[O:21])[C:19](=[O:24])[C:5]2[C:6]([C:9](=[O:10])[C:11]3[CH:12]=[CH:13][C:14]([O:17][CH3:18])=[CH:15][CH:16]=3)=[CH:7][O:8][C:4]=2[CH:3]=1.